The task is: Predict the reactants needed to synthesize the given product.. This data is from Full USPTO retrosynthesis dataset with 1.9M reactions from patents (1976-2016). The reactants are: [C:1]1([CH:8]=[CH:7][CH:6]=[C:4]([OH:5])[CH:3]=1)[OH:2].[OH-:9].[Na+].[C:11](Cl)(=[O:19])[CH2:12][CH2:13][CH2:14][CH2:15][C:16](Cl)=[O:17].[OH2:21]. Given the product [C:11]([O:19][C:1]1[CH:8]=[CH:7][CH:6]=[C:4]([OH:21])[CH:3]=1)(=[O:9])[CH2:12][CH2:13][CH2:14][CH2:15][C:16]([O:2][C:1]1[CH:8]=[CH:7][CH:6]=[C:4]([OH:5])[CH:3]=1)=[O:17], predict the reactants needed to synthesize it.